Dataset: NCI-60 drug combinations with 297,098 pairs across 59 cell lines. Task: Regression. Given two drug SMILES strings and cell line genomic features, predict the synergy score measuring deviation from expected non-interaction effect. (1) Drug 1: CC1=CC2C(CCC3(C2CCC3(C(=O)C)OC(=O)C)C)C4(C1=CC(=O)CC4)C. Drug 2: C1=NNC2=C1C(=O)NC=N2. Cell line: LOX IMVI. Synergy scores: CSS=1.18, Synergy_ZIP=-4.60, Synergy_Bliss=-11.1, Synergy_Loewe=-10.3, Synergy_HSA=-9.87. (2) Drug 1: C1=NC2=C(N=C(N=C2N1C3C(C(C(O3)CO)O)O)F)N. Drug 2: CCC1(C2=C(COC1=O)C(=O)N3CC4=CC5=C(C=CC(=C5CN(C)C)O)N=C4C3=C2)O.Cl. Cell line: HOP-62. Synergy scores: CSS=51.3, Synergy_ZIP=-6.23, Synergy_Bliss=-6.53, Synergy_Loewe=-28.5, Synergy_HSA=-5.19. (3) Drug 1: CN(C)N=NC1=C(NC=N1)C(=O)N. Drug 2: C1C(C(OC1N2C=C(C(=O)NC2=O)F)CO)O. Cell line: K-562. Synergy scores: CSS=28.7, Synergy_ZIP=-3.98, Synergy_Bliss=-4.41, Synergy_Loewe=-16.5, Synergy_HSA=-1.29. (4) Drug 1: C(CC(=O)O)C(=O)CN.Cl. Drug 2: C1CN(CCN1C(=O)CCBr)C(=O)CCBr. Cell line: KM12. Synergy scores: CSS=16.3, Synergy_ZIP=-6.34, Synergy_Bliss=-7.15, Synergy_Loewe=-4.28, Synergy_HSA=-4.09.